Predict the reactants needed to synthesize the given product. From a dataset of Full USPTO retrosynthesis dataset with 1.9M reactions from patents (1976-2016). (1) Given the product [F:31][C:32]([F:43])([F:42])[C:33]([NH:1][C:2]1[CH:30]=[CH:29][C:5]2[NH:6][C:7]([C:12]3[C:13](=[O:28])[N:14]([CH2:23][CH2:24][CH:25]([CH3:27])[CH3:26])[C:15]4[C:20]([C:21]=3[OH:22])=[CH:19][CH:18]=[CH:17][N:16]=4)=[N:8][S:9](=[O:11])(=[O:10])[C:4]=2[CH:3]=1)=[O:34], predict the reactants needed to synthesize it. The reactants are: [NH2:1][C:2]1[CH:30]=[CH:29][C:5]2[NH:6][C:7]([C:12]3[C:13](=[O:28])[N:14]([CH2:23][CH2:24][CH:25]([CH3:27])[CH3:26])[C:15]4[C:20]([C:21]=3[OH:22])=[CH:19][CH:18]=[CH:17][N:16]=4)=[N:8][S:9](=[O:11])(=[O:10])[C:4]=2[CH:3]=1.[F:31][C:32]([F:43])([F:42])[C:33](O[C:33](=[O:34])[C:32]([F:43])([F:42])[F:31])=[O:34]. (2) The reactants are: [Na].[CH3:2][CH:3]([S-:5])[CH3:4].Br[C:7]1[N:8]=[CH:9][C:10]([NH2:13])=[N:11][CH:12]=1.O. Given the product [CH:3]([S:5][C:7]1[N:8]=[CH:9][C:10]([NH2:13])=[N:11][CH:12]=1)([CH3:4])[CH3:2], predict the reactants needed to synthesize it. (3) Given the product [CH2:34]([N:33]([CH2:32][C:11]([CH2:12][NH:13][C:14]1[CH:22]=[C:21]([CH3:23])[CH:20]=[C:19]2[C:15]=1[CH:16]=[N:17][N:18]2[C:24]1[CH:25]=[CH:26][C:27]([F:30])=[CH:28][CH:29]=1)([OH:31])[C:10]([F:9])([F:37])[F:38])[C:6]([C:2]1[S:1][CH:5]=[CH:4][CH:3]=1)=[O:8])[CH2:35][CH3:36], predict the reactants needed to synthesize it. The reactants are: [S:1]1[CH:5]=[CH:4][CH:3]=[C:2]1[C:6]([OH:8])=O.[F:9][C:10]([F:38])([F:37])[C:11]([CH2:32][NH:33][CH2:34][CH2:35][CH3:36])([OH:31])[CH2:12][NH:13][C:14]1[CH:22]=[C:21]([CH3:23])[CH:20]=[C:19]2[C:15]=1[CH:16]=[N:17][N:18]2[C:24]1[CH:29]=[CH:28][C:27]([F:30])=[CH:26][CH:25]=1. (4) Given the product [C:67]([NH:71][CH2:20][CH:18]([OH:19])[CH2:17][O:16][C:13]1[CH:12]=[CH:11][C:10]([CH2:9][NH:8][C:6](=[O:7])[CH2:5][O:4][C:3]2[CH:21]=[CH:22][C:23]([C:25]3[CH2:30][CH2:29][C:28](=[O:31])[NH:27][N:26]=3)=[CH:24][C:2]=2[Cl:1])=[CH:15][CH:14]=1)([CH3:70])([CH3:69])[CH3:68], predict the reactants needed to synthesize it. The reactants are: [Cl:1][C:2]1[CH:24]=[C:23]([C:25]2[CH2:30][CH2:29][C:28](=[O:31])[NH:27][N:26]=2)[CH:22]=[CH:21][C:3]=1[O:4][CH2:5][C:6]([NH:8][CH2:9][C:10]1[CH:15]=[CH:14][C:13]([O:16][CH2:17][CH:18]2[CH2:20][O:19]2)=[CH:12][CH:11]=1)=[O:7].ClC1C=C(C2CCC(=O)NN=2)C=CC=1OCC(NCC1C=CC(OCC(O)CNC(C)C)=CC=1)=O.[C:67]([NH2:71])([CH3:70])([CH3:69])[CH3:68]. (5) Given the product [Cl:1][C:2]1[CH:7]=[CH:6][C:5]([C:8]2[C:12]([C:13]3[CH:18]=[CH:17][C:16]([Cl:19])=[CH:15][C:14]=3[Cl:20])=[N:25][C:23]([CH2:32][O:29][CH3:27])=[N:24][C:9]=2[CH3:10])=[CH:4][CH:3]=1, predict the reactants needed to synthesize it. The reactants are: [Cl:1][C:2]1[CH:7]=[CH:6][C:5]([C:8](=[CH:12][C:13]2[CH:18]=[CH:17][C:16]([Cl:19])=[CH:15][C:14]=2[Cl:20])[C:9](=O)[CH3:10])=[CH:4][CH:3]=1.CO[C:23](=[NH:25])[NH2:24].C[C:27](C)([O-:29])C.[K+].[CH3:32]S(C)=O. (6) Given the product [N:4]1[CH:3]=[C:2]([S:1][CH2:8][CH2:9][CH2:10][CH2:11][S:1][C:2]2[NH:6][N:5]=[N:4][CH:3]=2)[NH:6][N:5]=1, predict the reactants needed to synthesize it. The reactants are: [SH:1][C:2]1[NH:6][N:5]=[N:4][CH:3]=1.I[CH2:8][CH2:9][CH2:10][CH2:11]I. (7) The reactants are: [CH2:1]([S:3][C:4]1[N:24]=[CH:23][CH:22]=[CH:21][C:5]=1[C:6]([NH:8][C:9]1[CH:14]=[C:13]([S:15][C:16]([F:19])([F:18])[F:17])[CH:12]=[CH:11][C:10]=1[OH:20])=O)[CH3:2].COCCOC(/N=N/C(OCCOC)=O)=O.C1(P(C2C=CC=CC=2)C2C=CC=CC=2)C=CC=CC=1.[Cl-].[NH4+]. Given the product [CH2:1]([S:3][C:4]1[C:5]([C:6]2[O:20][C:10]3[CH:11]=[CH:12][C:13]([S:15][C:16]([F:19])([F:18])[F:17])=[CH:14][C:9]=3[N:8]=2)=[CH:21][CH:22]=[CH:23][N:24]=1)[CH3:2], predict the reactants needed to synthesize it.